This data is from Full USPTO retrosynthesis dataset with 1.9M reactions from patents (1976-2016). The task is: Predict the reactants needed to synthesize the given product. (1) The reactants are: ClC1C=C2C(C3CCCC(=O)C=3N2)=CC=1F.[Cl:17][C:18]1[C:30]([F:31])=[CH:29][CH:28]=[C:27]2[C:19]=1[C:20]1[CH2:21][CH2:22][CH2:23][C:24](=[O:32])[C:25]=1[NH:26]2.[CH3:33][C:34]([O:37][C:38](O[C:38]([O:37][C:34]([CH3:36])([CH3:35])[CH3:33])=[O:39])=[O:39])([CH3:36])[CH3:35]. Given the product [Cl:17][C:18]1[C:30]([F:31])=[CH:29][CH:28]=[C:27]2[C:19]=1[C:20]1[CH2:21][CH2:22][CH2:23][C:24](=[O:32])[C:25]=1[N:26]2[C:38]([O:37][C:34]([CH3:36])([CH3:35])[CH3:33])=[O:39], predict the reactants needed to synthesize it. (2) The reactants are: C(O)(=O)C.C(O[C:8]1(O[Si](C)(C)C)[CH2:10][CH2:9]1)C.[N:16]1([C:22]2[CH:27]=[C:26]([CH2:28][N:29]3[CH:34]=[C:33]([C:35]4[O:39][N:38]=[C:37]([C:40]5[CH:45]=[CH:44][C:43]([O:46][C:47]([F:50])([F:49])[F:48])=[CH:42][CH:41]=5)[N:36]=4)[CH:32]=[CH:31][C:30]3=[O:51])[CH:25]=[CH:24][N:23]=2)[CH2:21][CH2:20][NH:19][CH2:18][CH2:17]1.C([BH3-])#N.[Na+]. Given the product [CH:8]1([N:19]2[CH2:18][CH2:17][N:16]([C:22]3[CH:27]=[C:26]([CH2:28][N:29]4[CH:34]=[C:33]([C:35]5[O:39][N:38]=[C:37]([C:40]6[CH:45]=[CH:44][C:43]([O:46][C:47]([F:50])([F:48])[F:49])=[CH:42][CH:41]=6)[N:36]=5)[CH:32]=[CH:31][C:30]4=[O:51])[CH:25]=[CH:24][N:23]=3)[CH2:21][CH2:20]2)[CH2:10][CH2:9]1, predict the reactants needed to synthesize it.